Dataset: Forward reaction prediction with 1.9M reactions from USPTO patents (1976-2016). Task: Predict the product of the given reaction. (1) Given the reactants [C:1]([O:5][C:6]([NH:8][CH2:9][CH2:10][CH2:11][O:12][C:13]1[CH:18]=[CH:17][C:16](=[O:19])[N:15]([CH2:20][C:21]2[CH:22]=[C:23]([CH:27]=[CH:28][CH:29]=2)[C:24](O)=[O:25])[N:14]=1)=[O:7])([CH3:4])([CH3:3])[CH3:2].[CH3:30][O:31][C:32]([C:34]1[C:38]([NH2:39])=[CH:37][N:36]([CH3:40])[N:35]=1)=[O:33].C(N(C(C)C)C(C)C)C.O=C1N(P(Cl)(N2CCOC2=O)=O)CCO1, predict the reaction product. The product is: [CH3:30][O:31][C:32]([C:34]1[C:38]([NH:39][C:24](=[O:25])[C:23]2[CH:27]=[CH:28][CH:29]=[C:21]([CH2:20][N:15]3[C:16](=[O:19])[CH:17]=[CH:18][C:13]([O:12][CH2:11][CH2:10][CH2:9][NH:8][C:6]([O:5][C:1]([CH3:3])([CH3:2])[CH3:4])=[O:7])=[N:14]3)[CH:22]=2)=[CH:37][N:36]([CH3:40])[N:35]=1)=[O:33]. (2) Given the reactants [C:1]([C:5]1[O:9][N:8]=[C:7]([NH2:10])[CH:6]=1)([CH3:4])([CH3:3])[CH3:2].Br[CH2:12][CH2:13][CH2:14][CH3:15], predict the reaction product. The product is: [C:1]([C:5]1[O:9][N:8]([CH2:12][CH2:13][CH2:14][CH3:15])[C:7](=[NH:10])[CH:6]=1)([CH3:4])([CH3:3])[CH3:2].